This data is from Catalyst prediction with 721,799 reactions and 888 catalyst types from USPTO. The task is: Predict which catalyst facilitates the given reaction. (1) Reactant: [N+:1]([C:4]1[CH:5]=[N:6][C:7]2[C:12]([C:13]=1[OH:14])=[N:11][CH:10]=[CH:9][CH:8]=2)([O-])=O.C(N(CC)CC)C. Product: [NH2:1][C:4]1[CH:5]=[N:6][C:7]2[C:12]([C:13]=1[OH:14])=[N:11][CH:10]=[CH:9][CH:8]=2. The catalyst class is: 6. (2) Reactant: [F:1][C:2]1[CH:10]=[CH:9][C:5]([C:6](O)=[O:7])=[CH:4][C:3]=1[N+:11]([O-:13])=[O:12].B.C1COCC1. Product: [F:1][C:2]1[CH:10]=[CH:9][C:5]([CH2:6][OH:7])=[CH:4][C:3]=1[N+:11]([O-:13])=[O:12]. The catalyst class is: 1. (3) Reactant: [I:1][C:2]1[CH:8]=[CH:7][C:5]([NH2:6])=[C:4]([CH3:9])[CH:3]=1.[C:10]([O:13]C(=O)C)(=O)[CH3:11].C([O-])(=O)C.[K+].C(O[N:28]=O)CC(C)C.C(=O)(O)[O-].[Na+]. Product: [I:1][C:2]1[CH:3]=[C:4]2[C:5](=[CH:7][CH:8]=1)[N:6]([C:10](=[O:13])[CH3:11])[N:28]=[CH:9]2. The catalyst class is: 22.